The task is: Predict the reactants needed to synthesize the given product.. This data is from Full USPTO retrosynthesis dataset with 1.9M reactions from patents (1976-2016). Given the product [Br:1][C:2]1[CH:3]=[CH:4][C:5]([C:16]2[CH:21]=[CH:20][CH:19]=[CH:18][CH:17]=2)=[C:6]([NH2:7])[CH:8]=1, predict the reactants needed to synthesize it. The reactants are: [Br:1][C:2]1[CH:3]=[CH:4][C:5](I)=[C:6]([CH:8]=1)[NH2:7].C(=O)([O-])[O-].[K+].[K+].[C:16]1(B(O)O)[CH:21]=[CH:20][CH:19]=[CH:18][CH:17]=1.